Dataset: Full USPTO retrosynthesis dataset with 1.9M reactions from patents (1976-2016). Task: Predict the reactants needed to synthesize the given product. (1) Given the product [C:76]([N:69]1[C:70]2[C:75](=[CH:74][CH:73]=[CH:72][CH:71]=2)[C:67]([CH2:66][C:43]2([OH:42])[C:51]3[C:46](=[CH:47][CH:48]=[C:49]([CH3:52])[CH:50]=3)[N:45]([CH2:53][CH2:54][CH3:55])[C:44]2=[O:56])=[CH:68]1)(=[O:83])[C:77]1[CH:78]=[CH:79][CH:80]=[CH:81][CH:82]=1, predict the reactants needed to synthesize it. The reactants are: C(OC1(CC2C3C(=CC=CC=3)NC=2)C2C(=CC=C(Cl)C=2)N(CCC)C1=O)(=O)C1C=CC=CC=1.C([O:42][CH:43]1[C:51]2[C:46](=[CH:47][CH:48]=[C:49]([CH3:52])[CH:50]=2)[N:45]([CH2:53][CH2:54][CH3:55])[C:44]1=[O:56])(=O)C1C=CC=CC=1.C(O[CH2:66][C:67]1[C:75]2[C:70](=[CH:71][CH:72]=[CH:73][CH:74]=2)[N:69]([C:76](=[O:83])[C:77]2[CH:82]=[CH:81][CH:80]=[CH:79][CH:78]=2)[CH:68]=1)(=O)C1C=CC=CC=1. (2) Given the product [Cl:44][C:45]1[CH:52]=[CH:51][C:48]([CH2:49][NH:50][C:15](=[O:16])[CH2:14][C@H:9]2[C:8](=[O:22])[O:7][CH2:6][C@@H:5]([C:23]3[CH:28]=[CH:27][CH:26]=[CH:25][CH:24]=3)[NH:4][C:3](=[O:29])[C@@H:2]([CH3:1])[CH2:13][CH:12]=[CH:11][CH2:10]2)=[CH:47][CH:46]=1, predict the reactants needed to synthesize it. The reactants are: [CH3:1][C@H:2]1[CH2:13][CH:12]=[CH:11][CH2:10][C@@H:9]([CH2:14][C:15](OC(C)(C)C)=[O:16])[C:8](=[O:22])[O:7][CH2:6][C@@H:5]([C:23]2[CH:28]=[CH:27][CH:26]=[CH:25][CH:24]=2)[NH:4][C:3]1=[O:29].[SiH](CC)(CC)CC.FC(F)(F)C(O)=O.[Cl:44][C:45]1[CH:52]=[CH:51][C:48]([CH2:49][NH2:50])=[CH:47][CH:46]=1.